This data is from Reaction yield outcomes from USPTO patents with 853,638 reactions. The task is: Predict the reaction yield, written as a fraction of the theoretical maximum amount of product (1.0 means a 100% yield; for example, 0.34 means a 34% yield). (1) The reactants are [Cl:1][C:2]1[CH:23]=[CH:22][CH:21]=[C:20]([Cl:24])[C:3]=1[CH2:4][N:5]1[CH2:9][CH2:8][CH:7]([C:10](=O)[C:11]2[CH:16]=[CH:15][CH:14]=[CH:13][C:12]=2[CH3:17])[C:6]1=[O:19].Cl.[NH2:26][OH:27].C([O-])(=O)C.[Na+]. The catalyst is C(O)C.O. The product is [Cl:1][C:2]1[CH:23]=[CH:22][CH:21]=[C:20]([Cl:24])[C:3]=1[CH2:4][N:5]1[CH2:9][CH2:8][CH:7]([C:10](=[N:26][OH:27])[C:11]2[CH:16]=[CH:15][CH:14]=[CH:13][C:12]=2[CH3:17])[C:6]1=[O:19]. The yield is 0.830. (2) The reactants are Br[C:2]1[N:6]([C:7]([CH3:10])([CH3:9])[CH3:8])[N:5]=[CH:4][C:3]=1[C:11]1[S:12][CH:13]=[C:14]([CH2:16][C:17]([NH:19][CH2:20][CH:21]2[CH2:26][CH2:25][O:24][CH2:23][CH2:22]2)=[O:18])[N:15]=1.[Cl:27][C:28]1[CH:33]=[CH:32][C:31](B(O)O)=[CH:30][CH:29]=1.C(=O)([O-])[O-].[K+].[K+]. The catalyst is COCCOC.O. The product is [C:7]([N:6]1[C:2]([C:31]2[CH:32]=[CH:33][C:28]([Cl:27])=[CH:29][CH:30]=2)=[C:3]([C:11]2[S:12][CH:13]=[C:14]([CH2:16][C:17]([NH:19][CH2:20][CH:21]3[CH2:26][CH2:25][O:24][CH2:23][CH2:22]3)=[O:18])[N:15]=2)[CH:4]=[N:5]1)([CH3:10])([CH3:9])[CH3:8]. The yield is 0.380. (3) The reactants are [C:1]1([C:7]2[CH:12]=[C:11]([CH2:13][S:14]([N:17]3[CH2:22][CH2:21][O:20][CH2:19][CH2:18]3)(=[O:16])=[O:15])[CH:10]=[CH:9][C:8]=2[NH:23][C:24]([C:26]2[N:27](COCC[Si](C)(C)C)[CH:28]=[C:29]([C:31]#[N:32])[N:30]=2)=[O:25])[CH2:6][CH2:5][CH2:4][CH2:3][CH:2]=1.C(O)(C(F)(F)F)=O. The yield is 0.950. The product is [C:1]1([C:7]2[CH:12]=[C:11]([CH2:13][S:14]([N:17]3[CH2:22][CH2:21][O:20][CH2:19][CH2:18]3)(=[O:15])=[O:16])[CH:10]=[CH:9][C:8]=2[NH:23][C:24]([C:26]2[NH:27][CH:28]=[C:29]([C:31]#[N:32])[N:30]=2)=[O:25])[CH2:6][CH2:5][CH2:4][CH2:3][CH:2]=1. The catalyst is C(Cl)Cl.CCO. (4) The reactants are [NH2:1][C@@H:2]([CH2:5][CH3:6])[CH2:3][OH:4].C(=O)([O-])[O-].[K+].[K+].[CH2:13](Br)[C:14]1[CH:19]=[CH:18][CH:17]=[CH:16][CH:15]=1. The catalyst is C(#N)C. The product is [CH2:13]([N:1]([CH2:13][C:14]1[CH:19]=[CH:18][CH:17]=[CH:16][CH:15]=1)[C@@H:2]([CH2:5][CH3:6])[CH2:3][OH:4])[C:14]1[CH:19]=[CH:18][CH:17]=[CH:16][CH:15]=1. The yield is 0.973. (5) The reactants are [NH2:1][C:2]1[C:11]([F:12])=[C:10]([NH2:13])[C:9]([NH2:14])=[CH:8][C:3]=1[C:4]([O:6][CH3:7])=[O:5].[CH:15](OCC)(OCC)OCC.OS(O)(=O)=O. The catalyst is C1COCC1. The product is [CH3:7][O:6][C:4]([C:3]1[C:2]([NH2:1])=[C:11]([F:12])[C:10]2[N:13]=[CH:15][NH:14][C:9]=2[CH:8]=1)=[O:5]. The yield is 0.940. (6) The reactants are Cl[C:2]1[C:3]2[CH:10]=[CH:9][N:8]([CH:11]([C:15]3[CH:20]=[CH:19][CH:18]=[CH:17][CH:16]=3)[CH2:12][CH2:13][Cl:14])[C:4]=2[N:5]=[CH:6][N:7]=1. The catalyst is CCOC(C)=O.[Pd]. The product is [Cl:14][CH2:13][CH2:12][CH:11]([N:8]1[C:4]2[N:5]=[CH:6][N:7]=[CH:2][C:3]=2[CH:10]=[CH:9]1)[C:15]1[CH:20]=[CH:19][CH:18]=[CH:17][CH:16]=1. The yield is 0.830. (7) The product is [C:30]([OH:37])(=[O:36])/[CH:31]=[CH:32]/[C:33]([OH:35])=[O:34].[CH3:29][N:2]([CH3:1])[C:3]1[N:4]=[CH:5][C:6]([C:9]2[C:22]3[C:17](=[CH:18][C:19]([O:25][CH2:26][CH3:27])=[C:20]([O:23][CH3:24])[CH:21]=3)[C@@H:16]3[C@@H:11]([CH2:12][CH2:13][C@@H:14]([OH:28])[CH2:15]3)[N:10]=2)=[CH:7][N:8]=1. The catalyst is ClCCl.CC(C)=O.C(O)(C)C. The yield is 0.450. The reactants are [CH3:1][N:2]([CH3:29])[C:3]1[N:8]=[CH:7][C:6]([C:9]2[C:22]3[C:17](=[CH:18][C:19]([O:25][CH2:26][CH3:27])=[C:20]([O:23][CH3:24])[CH:21]=3)[C@@H:16]3[C@@H:11]([CH2:12][CH2:13][C@@H:14]([OH:28])[CH2:15]3)[N:10]=2)=[CH:5][N:4]=1.[C:30]([OH:37])(=[O:36])/[CH:31]=[CH:32]/[C:33]([OH:35])=[O:34]. (8) The reactants are [CH2:1]([N:8]1[CH2:13][C@H:12]([C:14]([F:17])([F:16])[F:15])[O:11][C@H:10]([CH3:18])[C:9]1=O)[C:2]1[CH:7]=[CH:6][CH:5]=[CH:4][CH:3]=1.[H-].[H-].[H-].[H-].[Li+].[Al+3].[O-]S([O-])(=O)=O.[Mg+2]. The catalyst is C1COCC1. The product is [CH2:1]([N:8]1[CH2:13][C@H:12]([C:14]([F:17])([F:15])[F:16])[O:11][C@H:10]([CH3:18])[CH2:9]1)[C:2]1[CH:3]=[CH:4][CH:5]=[CH:6][CH:7]=1. The yield is 0.660. (9) The product is [NH2:1][C:4]1[CH:18]=[CH:17][C:7]([CH2:8][NH:9][C:10](=[O:16])[O:11][C:12]([CH3:14])([CH3:15])[CH3:13])=[CH:6][CH:5]=1. The reactants are [N+:1]([C:4]1[CH:18]=[CH:17][C:7]([CH2:8][NH:9][C:10](=[O:16])[O:11][C:12]([CH3:15])([CH3:14])[CH3:13])=[CH:6][CH:5]=1)([O-])=O.C(O)C.O.[Cl-].[NH4+]. The catalyst is O1CCOCC1. The yield is 0.990. (10) The reactants are [NH2:1][C:2]1[CH:3]=[CH:4][C:5]([O:15][CH2:16][CH2:17][O:18][Si](C(C)(C)C)(C)C)=[C:6]([N:8]2[C:12](=[O:13])[N:11]([CH3:14])[N:10]=[N:9]2)[CH:7]=1.Cl.Cl[C:28]1[N:33]=[C:32]([NH:34][C@@H:35]2[CH2:43][C@H:42]3[N:38]([CH2:39][CH2:40][CH2:41]3)[C:37]([CH3:45])([CH3:44])[CH2:36]2)[C:31]([F:46])=[CH:30][N:29]=1.CC1C=CC(S(O)(=O)=O)=CC=1.O. The catalyst is CC(O)C. The product is [CH3:44][C:37]1([CH3:45])[CH2:36][C@H:35]([NH:34][C:32]2[C:31]([F:46])=[CH:30][N:29]=[C:28]([NH:1][C:2]3[CH:3]=[CH:4][C:5]([O:15][CH2:16][CH2:17][OH:18])=[C:6]([N:8]4[C:12](=[O:13])[N:11]([CH3:14])[N:10]=[N:9]4)[CH:7]=3)[N:33]=2)[CH2:43][C@H:42]2[N:38]1[CH2:39][CH2:40][CH2:41]2. The yield is 0.210.